Task: Predict the reaction yield, written as a fraction of the theoretical maximum amount of product (1.0 means a 100% yield; for example, 0.34 means a 34% yield).. Dataset: Reaction yield outcomes from USPTO patents with 853,638 reactions (1) The reactants are C([Si]([O:8][CH2:9][C:10]1[CH:14]=[C:13]([CH2:15]B2OCC(C)(C)CO2)[O:12][C:11]=1[CH3:24])(C)C)(C)(C)C.BrC1[CH:31]=[CH:30][C:29]([O:32][CH3:33])=[CH:28][N:27]=1.C(=O)([O-])[O-].[Na+].[Na+].COCCOC. The catalyst is C1C=CC([P]([Pd]([P](C2C=CC=CC=2)(C2C=CC=CC=2)C2C=CC=CC=2)([P](C2C=CC=CC=2)(C2C=CC=CC=2)C2C=CC=CC=2)[P](C2C=CC=CC=2)(C2C=CC=CC=2)C2C=CC=CC=2)(C2C=CC=CC=2)C2C=CC=CC=2)=CC=1.O. The product is [CH3:33][O:32][C:29]1[CH:30]=[CH:31][C:15]([C:13]2[O:12][C:11]([CH3:24])=[C:10]([CH2:9][OH:8])[CH:14]=2)=[N:27][CH:28]=1. The yield is 0.650. (2) The reactants are [CH3:1][C:2]1[NH:3][C:4](=[O:26])[C:5]([CH2:11][C:12]2[CH:17]=[CH:16][C:15]([C:18]3[C:19]([C:24]#[N:25])=[CH:20][CH:21]=[CH:22][CH:23]=3)=[CH:14][CH:13]=2)=[C:6]([CH2:8][CH2:9][CH3:10])[N:7]=1.[H-].[Na+].Br[CH2:30][C:31]1[CH:36]=[CH:35][C:34]([CH3:37])=[CH:33][CH:32]=1.[Cl-].O[NH3+:40].[C:41](=[O:44])([O-])[OH:42].[Na+]. The catalyst is C(OCC)(=O)C.CS(C)=O.CN(C)C=O. The product is [CH3:1][C:2]1[N:3]([CH2:30][C:31]2[CH:36]=[CH:35][C:34]([CH3:37])=[CH:33][CH:32]=2)[C:4](=[O:26])[C:5]([CH2:11][C:12]2[CH:17]=[CH:16][C:15]([C:18]3[CH:23]=[CH:22][CH:21]=[CH:20][C:19]=3[C:24]3[NH:40][C:41](=[O:44])[O:42][N:25]=3)=[CH:14][CH:13]=2)=[C:6]([CH2:8][CH2:9][CH3:10])[N:7]=1. The yield is 0.640. (3) The reactants are [Na+].[I-:2].[N:3]1([C:14]([O:16][C:17]([CH3:20])([CH3:19])[CH3:18])=[O:15])[CH2:8][CH2:7][CH:6]([C:9]([O:11][CH2:12]Cl)=[O:10])[CH2:5][CH2:4]1. The catalyst is C(#N)C. The product is [N:3]1([C:14]([O:16][C:17]([CH3:20])([CH3:19])[CH3:18])=[O:15])[CH2:8][CH2:7][CH:6]([C:9]([O:11][CH2:12][I:2])=[O:10])[CH2:5][CH2:4]1. The yield is 0.940.